Task: Predict the reactants needed to synthesize the given product.. Dataset: Full USPTO retrosynthesis dataset with 1.9M reactions from patents (1976-2016) (1) Given the product [N:48]1[C:49]2[C:54](=[CH:53][CH:52]=[CH:51][CH:50]=2)[C:45]([O:44][CH2:43][C:42]2[N:38]3[N:39]=[C:34]([C:28]4[CH:33]=[CH:32][CH:31]=[CH:30][CH:29]=4)[CH:35]=[N:36][C:37]3=[N:40][N:41]=2)=[CH:46][CH:47]=1, predict the reactants needed to synthesize it. The reactants are: C1(C2N=NC(NNC(=O)CC3C=C4C(=CC=3)N=CC=C4)=NC=2)C=CC=CC=1.[C:28]1([C:34]2[N:39]=[N:38][C:37]([NH:40][NH:41][C:42](=O)[CH2:43][O:44][C:45]3[C:54]4[C:49](=[CH:50][CH:51]=[CH:52][CH:53]=4)[N:48]=[CH:47][CH:46]=3)=[N:36][CH:35]=2)[CH:33]=[CH:32][CH:31]=[CH:30][CH:29]=1. (2) Given the product [N:1]1[CH:6]=[CH:5][CH:4]=[C:3]([NH+:7]([O-:36])[C:8]([C:10]2[C:18]3[C:17]4[CH:19]=[CH:20][CH:21]=[CH:22][C:16]=4[O:15][C:14]=3[C:13]([O:23][CH2:24][CH:25]3[CH2:27][CH2:26]3)=[CH:12][CH:11]=2)=[O:9])[CH:2]=1, predict the reactants needed to synthesize it. The reactants are: [N:1]1[CH:6]=[CH:5][CH:4]=[C:3]([NH:7][C:8]([C:10]2[C:18]3[C:17]4[CH:19]=[CH:20][CH:21]=[CH:22][C:16]=4[O:15][C:14]=3[C:13]([O:23][CH2:24][CH:25]3[CH2:27][CH2:26]3)=[CH:12][CH:11]=2)=[O:9])[CH:2]=1.ClC1C=CC=C(C(OO)=[O:36])C=1. (3) Given the product [NH2:1][C:2]([CH3:28])([CH3:27])/[CH:3]=[CH:4]/[C:5]1[S:9][C:8]([C:10]2[CH:15]=[CH:14][N:13]=[C:12]([NH:16][CH:17]3[CH2:22][C:21]([CH3:24])([CH3:23])[NH:20][C:19]([CH3:26])([CH3:25])[CH2:18]3)[N:11]=2)=[CH:7][CH:6]=1, predict the reactants needed to synthesize it. The reactants are: [NH2:1][C:2]([CH3:28])([CH3:27])[C:3]#[C:4][C:5]1[S:9][C:8]([C:10]2[CH:15]=[CH:14][N:13]=[C:12]([NH:16][CH:17]3[CH2:22][C:21]([CH3:24])([CH3:23])[NH:20][C:19]([CH3:26])([CH3:25])[CH2:18]3)[N:11]=2)=[CH:7][CH:6]=1.[H-].[H-].[H-].[H-].[Li+].[Al+3]. (4) The reactants are: ClC1C(Cl)=CC=CC=1N1[CH2:14][CH2:13][N:12]([CH2:15][CH2:16][CH2:17][CH2:18][O:19][C:20]2[CH:29]=[CH:28][C:27]3[C:22](=[C:23]([OH:30])[CH:24]=[CH:25][CH:26]=3)[N:21]=2)[CH2:11][CH2:10]1.[Cl:31][C:32]1[CH:41]=CC=C2[C:33]=1[CH2:34][CH2:35]NC2. Given the product [Cl:31][C:32]1[CH:33]=[CH:34][CH:35]=[C:10]2[C:41]=1[CH2:14][CH2:13][N:12]([CH2:15][CH2:16][CH2:17][CH2:18][O:19][C:20]1[CH:29]=[CH:28][C:27]3[C:22](=[C:23]([OH:30])[CH:24]=[CH:25][CH:26]=3)[N:21]=1)[CH2:11]2, predict the reactants needed to synthesize it. (5) Given the product [CH2:38]([O:45][C:19]([NH:16][C@H:8]1[CH2:7][CH2:6][C@H:5]([C:3]([O:2][CH3:1])=[O:4])[CH2:10][CH2:9]1)=[O:28])[C:39]1[CH:44]=[CH:43][CH:42]=[CH:41][CH:40]=1, predict the reactants needed to synthesize it. The reactants are: [CH3:1][O:2][C:3]([C@H:5]1[CH2:10][CH2:9][C@H:8](C(O)=O)[CH2:7][CH2:6]1)=[O:4].C([N:16]([CH2:19]C)CC)C.C1(P(N=[N+]=[N-])(C2C=CC=CC=2)=[O:28])C=CC=CC=1.[CH2:38]([OH:45])[C:39]1[CH:44]=[CH:43][CH:42]=[CH:41][CH:40]=1.C(O)(=O)CC(CC(O)=O)(C(O)=O)O.